From a dataset of Forward reaction prediction with 1.9M reactions from USPTO patents (1976-2016). Predict the product of the given reaction. (1) The product is: [Cl:47][C:44]1[CH:45]=[CH:46][C:41]([CH:10]2[C@H:9]([O:8][CH2:1][C:2]3[CH:7]=[CH:6][CH:5]=[CH:4][CH:3]=3)[C@@H:14]([O:15][CH2:16][C:17]3[CH:18]=[CH:19][CH:20]=[CH:21][CH:22]=3)[C@H:13]([O:23][CH2:24][C:25]3[CH:26]=[CH:27][CH:28]=[CH:29][CH:30]=3)[C@@H:12]([CH2:31][O:32][CH2:33][C:34]3[CH:35]=[CH:36][CH:37]=[CH:38][CH:39]=3)[O:11]2)=[CH:42][C:43]=1[CH2:48][O:49][Si:50]([CH:57]([CH3:59])[CH3:58])([CH:51]([CH3:53])[CH3:52])[CH:54]([CH3:56])[CH3:55]. Given the reactants [CH2:1]([O:8][C@@H:9]1[C@@H:14]([O:15][CH2:16][C:17]2[CH:22]=[CH:21][CH:20]=[CH:19][CH:18]=2)[C@H:13]([O:23][CH2:24][C:25]2[CH:30]=[CH:29][CH:28]=[CH:27][CH:26]=2)[C@@H:12]([CH2:31][O:32][CH2:33][C:34]2[CH:39]=[CH:38][CH:37]=[CH:36][CH:35]=2)[O:11][C:10]1([C:41]1[CH:46]=[CH:45][C:44]([Cl:47])=[C:43]([CH2:48][O:49][Si:50]([CH:57]([CH3:59])[CH3:58])([CH:54]([CH3:56])[CH3:55])[CH:51]([CH3:53])[CH3:52])[CH:42]=1)O)[C:2]1[CH:7]=[CH:6][CH:5]=[CH:4][CH:3]=1.C([SiH](CC)CC)C.B(F)(F)F.CCOCC, predict the reaction product. (2) Given the reactants [C:1]1([CH:7]([C:10]2[CH:15]=[CH:14][CH:13]=[CH:12][CH:11]=2)[C:8]#[N:9])[CH:6]=[CH:5][CH:4]=[CH:3][CH:2]=1.[H-].[Na+].CC1C=CC(S(O[C@H:29]2[CH2:33][CH2:32][N:31]([S:34]([C:37]3[CH:43]=[CH:42][C:40]([CH3:41])=[CH:39][CH:38]=3)(=[O:36])=[O:35])[CH2:30]2)(=O)=O)=CC=1.O, predict the reaction product. The product is: [C:10]1([C:7]([C:1]2[CH:2]=[CH:3][CH:4]=[CH:5][CH:6]=2)([C@@H:33]2[CH2:29][CH2:30][N:31]([S:34]([C:37]3[CH:43]=[CH:42][C:40]([CH3:41])=[CH:39][CH:38]=3)(=[O:36])=[O:35])[CH2:32]2)[C:8]#[N:9])[CH:11]=[CH:12][CH:13]=[CH:14][CH:15]=1.